This data is from Full USPTO retrosynthesis dataset with 1.9M reactions from patents (1976-2016). The task is: Predict the reactants needed to synthesize the given product. (1) The reactants are: ClC1C=C([N:9]2[C:13](=[O:14])[C@@]3([C@H](C4C=CC(C#N)=CC=4)CNC3)N(C)[C:10]2=[O:28])C=C(Cl)C=1.[N:29]([CH2:32][C:33]([O:35]CC)=O)=C=O.C1C[O:41][CH2:40]C1.CN(C=O)C. Given the product [CH2:40]([OH:41])[C:32]([NH2:29])([CH2:33][OH:35])[CH2:13][OH:14].[N-:9]=[C:10]=[O:28], predict the reactants needed to synthesize it. (2) Given the product [Cl:1][C:2]1[CH:7]=[CH:6][C:5]([C@@:8]2([O:19][CH3:20])[C@H:13]([OH:14])[C@@H:12]([OH:15])[C@H:11]([OH:16])[C@@H:10]([CH2:17][O:18][Si:33]([CH3:36])([CH3:35])[CH3:32])[O:9]2)=[CH:4][C:3]=1[CH2:21][C:22]1[CH:27]=[CH:26][C:25]([O:28][CH3:29])=[C:24]([F:30])[C:23]=1[F:31], predict the reactants needed to synthesize it. The reactants are: [Cl:1][C:2]1[CH:7]=[CH:6][C:5]([C@@:8]2([O:19][CH3:20])[C@H:13]([OH:14])[C@@H:12]([OH:15])[C@H:11]([OH:16])[C@@H:10]([CH2:17][OH:18])[O:9]2)=[CH:4][C:3]=1[CH2:21][C:22]1[CH:27]=[CH:26][C:25]([O:28][CH3:29])=[C:24]([F:30])[C:23]=1[F:31].[CH3:32][Si:33]([CH3:36])([CH3:35])Cl.